From a dataset of Forward reaction prediction with 1.9M reactions from USPTO patents (1976-2016). Predict the product of the given reaction. (1) Given the reactants F[C:2]1[C:3]([CH3:22])=[N:4][C:5]2[C:10]([N:11]=1)=[C:9]([C:12]1[NH:20][C:19]3[CH2:18][CH2:17][NH:16][C:15](=[O:21])[C:14]=3[CH:13]=1)[CH:8]=[CH:7][CH:6]=2.[CH3:23][NH:24][CH:25]([CH3:27])[CH3:26], predict the reaction product. The product is: [CH3:22][C:3]1[C:2]([N:24]([CH3:23])[CH:25]([CH3:27])[CH3:26])=[N:11][C:10]2[C:5](=[CH:6][CH:7]=[CH:8][C:9]=2[C:12]2[NH:20][C:19]3[CH2:18][CH2:17][NH:16][C:15](=[O:21])[C:14]=3[CH:13]=2)[N:4]=1. (2) Given the reactants [CH2:1]([O:8][CH2:9][CH2:10][C@H:11]([NH:31][C:32](=[O:38])[O:33][C:34]([CH3:37])([CH3:36])[CH3:35])[C:12]1[N:17]([C:18]2[CH:23]=[C:22]([F:24])[CH:21]=[C:20]([F:25])[CH:19]=2)[C:16](=[O:26])[C:15]2=[C:27](Br)[CH:28]=[CH:29][N:14]2[N:13]=1)[C:2]1[CH:7]=[CH:6][CH:5]=[CH:4][CH:3]=1.[C:39]([Zn]C#N)#[N:40], predict the reaction product. The product is: [CH2:1]([O:8][CH2:9][CH2:10][C@H:11]([NH:31][C:32](=[O:38])[O:33][C:34]([CH3:37])([CH3:36])[CH3:35])[C:12]1[N:17]([C:18]2[CH:23]=[C:22]([F:24])[CH:21]=[C:20]([F:25])[CH:19]=2)[C:16](=[O:26])[C:15]2=[C:27]([C:39]#[N:40])[CH:28]=[CH:29][N:14]2[N:13]=1)[C:2]1[CH:7]=[CH:6][CH:5]=[CH:4][CH:3]=1. (3) Given the reactants Br[C:2]1[C:11]2[C:6](=[CH:7][CH:8]=[C:9]([OH:12])[CH:10]=2)[N:5]=[C:4]([C:13]2[CH:18]=[CH:17][C:16]([OH:19])=[C:15]([F:20])[CH:14]=2)[CH:3]=1.C([Sn](CCCC)(CCCC)[C:26]1[S:27][CH:28]=[CH:29][N:30]=1)CCC, predict the reaction product. The product is: [F:20][C:15]1[CH:14]=[C:13]([C:4]2[CH:3]=[C:2]([C:26]3[S:27][CH:28]=[CH:29][N:30]=3)[C:11]3[C:6](=[CH:7][CH:8]=[C:9]([OH:12])[CH:10]=3)[N:5]=2)[CH:18]=[CH:17][C:16]=1[OH:19]. (4) Given the reactants [CH3:1][C:2]1[CH:7]=[CH:6][CH:5]=[CH:4][C:3]=1[C:8]1[S:9][C:10]([CH2:14][OH:15])=[C:11]([CH3:13])[N:12]=1.[CH3:16][N:17]1[C:21]2[CH:22]=[CH:23][C:24](C(O)=O)=[CH:25][C:20]=2[N:19]=[CH:18]1.C([N:31]([CH2:34]C)CC)C.C1(P(N=[N+]=[N-])(C2C=CC=CC=2)=[O:43])C=CC=CC=1, predict the reaction product. The product is: [CH3:13][C:11]1[N:12]=[C:8]([C:3]2[CH:4]=[CH:5][CH:6]=[CH:7][C:2]=2[CH3:1])[S:9][C:10]=1[CH2:14][O:15][C:34](=[O:43])[NH:31][C:24]1[CH:23]=[CH:22][C:21]2[N:17]([CH3:16])[CH:18]=[N:19][C:20]=2[CH:25]=1. (5) Given the reactants [F:1][C:2]([F:42])([F:41])[C:3]1[CH:4]=[C:5]([C@H:13]2[O:17][C:16](=[O:18])[N:15]([CH2:19][C:20]3[C:25]([C:26]4[CH:27]=[C:28]([CH2:34][C:35]([O:37][CH3:38])=[O:36])[CH:29]=[CH:30][C:31]=4[O:32][CH3:33])=[CH:24][CH:23]=[C:22](Cl)[N:21]=3)[C@H:14]2[CH3:40])[CH:6]=[C:7]([C:9]([F:12])([F:11])[F:10])[CH:8]=1.[CH:43]1(B(O)O)[CH2:45][CH2:44]1.C([O-])([O-])=O.[K+].[K+], predict the reaction product. The product is: [F:1][C:2]([F:42])([F:41])[C:3]1[CH:4]=[C:5]([C@H:13]2[O:17][C:16](=[O:18])[N:15]([CH2:19][C:20]3[C:25]([C:26]4[CH:27]=[C:28]([CH2:34][C:35]([O:37][CH3:38])=[O:36])[CH:29]=[CH:30][C:31]=4[O:32][CH3:33])=[CH:24][CH:23]=[C:22]([CH:43]4[CH2:45][CH2:44]4)[N:21]=3)[C@H:14]2[CH3:40])[CH:6]=[C:7]([C:9]([F:12])([F:11])[F:10])[CH:8]=1. (6) The product is: [F:30][C:31]1[CH:32]=[CH:33][C:34]([CH2:37][C:38]([NH:40][C:41](=[O:42])[NH:1][C:2]2[CH:29]=[CH:28][C:5]([O:6][C:7]3[CH:12]=[CH:11][N:10]=[C:9]([NH:13][C:14]([N:16]4[CH2:17][CH2:18][CH:19]([CH2:22][N:23]5[CH2:27][CH2:26][CH2:25][CH2:24]5)[CH2:20][CH2:21]4)=[O:15])[CH:8]=3)=[CH:4][CH:3]=2)=[O:39])=[CH:35][CH:36]=1. Given the reactants [NH2:1][C:2]1[CH:29]=[CH:28][C:5]([O:6][C:7]2[CH:12]=[CH:11][N:10]=[C:9]([NH:13][C:14]([N:16]3[CH2:21][CH2:20][CH:19]([CH2:22][N:23]4[CH2:27][CH2:26][CH2:25][CH2:24]4)[CH2:18][CH2:17]3)=[O:15])[CH:8]=2)=[CH:4][CH:3]=1.[F:30][C:31]1[CH:36]=[CH:35][C:34]([CH2:37][C:38]([N:40]=[C:41]=[O:42])=[O:39])=[CH:33][CH:32]=1, predict the reaction product.